Dataset: hERG potassium channel inhibition data for cardiac toxicity prediction from Karim et al.. Task: Regression/Classification. Given a drug SMILES string, predict its toxicity properties. Task type varies by dataset: regression for continuous values (e.g., LD50, hERG inhibition percentage) or binary classification for toxic/non-toxic outcomes (e.g., AMES mutagenicity, cardiotoxicity, hepatotoxicity). Dataset: herg_karim. (1) The compound is CC(C)OC(=O)c1ccc(NC(=O)N[C@@H](Cc2ccc(O)cc2)C(=O)NC2CCC[N+](C)(Cc3cccc(O)c3)C2)cc1. The result is 1 (blocker). (2) The molecule is N#Cc1cnc(Nc2cc(N3CCC(N)C3)ncn2)s1. The result is 1 (blocker). (3) The result is 0 (non-blocker). The molecule is COc1cnc2ccc(=O)n(CCN3CC[C@H](NCc4ccc5c(n4)NC(=O)CO5)[C@H](F)C3)c2c1. (4) The compound is O=C(CC1CCN(Cc2ccn(-c3ccc(C(F)(F)F)cc3)c2)CC1)N(CCCO)Cc1ccc(F)cc1. The result is 1 (blocker). (5) The molecule is Cc1ccc2c(C3CCN(CCc4c(C)ccc5c4ccc(=O)n5C)CC3)cccc2n1. The result is 1 (blocker). (6) The molecule is CCCCN(CCCC)CC(O)c1cc(Cl)cc2c1-c1ccc(Cl)cc1/C2=C\c1ccc(Cl)cc1. The result is 1 (blocker).